This data is from NCI-60 drug combinations with 297,098 pairs across 59 cell lines. The task is: Regression. Given two drug SMILES strings and cell line genomic features, predict the synergy score measuring deviation from expected non-interaction effect. (1) Drug 1: CCCS(=O)(=O)NC1=C(C(=C(C=C1)F)C(=O)C2=CNC3=C2C=C(C=N3)C4=CC=C(C=C4)Cl)F. Drug 2: C1CN1P(=S)(N2CC2)N3CC3. Cell line: CAKI-1. Synergy scores: CSS=11.8, Synergy_ZIP=-3.90, Synergy_Bliss=1.74, Synergy_Loewe=-1.48, Synergy_HSA=3.08. (2) Drug 1: CN(C)C1=NC(=NC(=N1)N(C)C)N(C)C. Drug 2: C1=NC2=C(N=C(N=C2N1C3C(C(C(O3)CO)O)O)F)N. Cell line: SF-539. Synergy scores: CSS=0.824, Synergy_ZIP=1.46, Synergy_Bliss=3.89, Synergy_Loewe=0.466, Synergy_HSA=1.28.